Dataset: Forward reaction prediction with 1.9M reactions from USPTO patents (1976-2016). Task: Predict the product of the given reaction. (1) Given the reactants C(=O)([O-])[O-].[K+].[K+].[Cl:7][C:8]1[C:17]2[C:12](=[CH:13][C:14]([O:18][CH3:19])=[CH:15][CH:16]=2)[C:11]([OH:20])=[CH:10][N:9]=1.Br[CH2:22][CH2:23][O:24][CH3:25], predict the reaction product. The product is: [Cl:7][C:8]1[C:17]2[C:12](=[CH:13][C:14]([O:18][CH3:19])=[CH:15][CH:16]=2)[C:11]([O:20][CH2:22][CH2:23][O:24][CH3:25])=[CH:10][N:9]=1. (2) Given the reactants [C:1]([O:5][CH:6]([C:11]1[C:12]([C:21]2[CH:22]=[C:23]3[C:28](=[CH:29][CH:30]=2)[O:27][CH2:26][CH2:25][CH2:24]3)=[C:13]2[CH:20]=[CH:19][NH:18][C:14]2=[N:15][C:16]=1[CH3:17])[C:7]([O:9]C)=[O:8])([CH3:4])([CH3:3])[CH3:2].[F:31][C:32]1[CH:39]=[CH:38][CH:37]=[C:36]([O:40][CH3:41])[C:33]=1[CH2:34]Br, predict the reaction product. The product is: [C:1]([O:5][CH:6]([C:11]1[C:12]([C:21]2[CH:22]=[C:23]3[C:28](=[CH:29][CH:30]=2)[O:27][CH2:26][CH2:25][CH2:24]3)=[C:13]2[CH:20]=[CH:19][N:18]([CH2:34][C:33]3[C:36]([O:40][CH3:41])=[CH:37][CH:38]=[CH:39][C:32]=3[F:31])[C:14]2=[N:15][C:16]=1[CH3:17])[C:7]([OH:9])=[O:8])([CH3:2])([CH3:4])[CH3:3]. (3) Given the reactants [F:1][C:2]([F:29])([F:28])[C:3]1[CH:12]=[C:11]2[C:6]([CH2:7][CH2:8][CH2:9][N:10]2[CH2:13][C:14]2[CH:15]=[C:16]([C:20]3[CH:25]=[CH:24][C:23]([CH2:26]O)=[CH:22][CH:21]=3)[CH:17]=[CH:18][CH:19]=2)=[CH:5][CH:4]=1.[CH3:30][O:31][C:32](=[O:44])[CH:33]([NH:36][C:37]([O:39][C:40]([CH3:43])([CH3:42])[CH3:41])=[O:38])[CH2:34][SH:35].N(C(N1CCCCC1)=O)=NC(N1CCCCC1)=O.N1C=CN=C1.CP(C)C, predict the reaction product. The product is: [CH3:30][O:31][C:32](=[O:44])[CH:33]([NH:36][C:37]([O:39][C:40]([CH3:41])([CH3:43])[CH3:42])=[O:38])[CH2:34][S:35][CH2:26][C:23]1[CH:24]=[CH:25][C:20]([C:16]2[CH:17]=[CH:18][CH:19]=[C:14]([CH2:13][N:10]3[C:11]4[C:6](=[CH:5][CH:4]=[C:3]([C:2]([F:29])([F:1])[F:28])[CH:12]=4)[CH2:7][CH2:8][CH2:9]3)[CH:15]=2)=[CH:21][CH:22]=1. (4) The product is: [NH2:8][C@@H:9]([CH2:18][S:19][CH2:20][C:21]1[CH:26]=[CH:25][C:24]([O:27][CH3:28])=[CH:23][CH:22]=1)[CH2:10][O:11][C:12](=[O:17])[C:13]([CH3:16])([CH3:15])[CH3:14]. Given the reactants C(OC([NH:8][C@@H:9]([CH2:18][S:19][CH2:20][C:21]1[CH:26]=[CH:25][C:24]([O:27][CH3:28])=[CH:23][CH:22]=1)[CH2:10][O:11][C:12](=[O:17])[C:13]([CH3:16])([CH3:15])[CH3:14])=O)(C)(C)C.Cl.O1CCOCC1, predict the reaction product. (5) The product is: [CH:27]([N:40]1[CH2:45][CH2:44][N:43]([CH2:10][CH2:9][CH:5]2[O:6][C:7](=[O:8])[C:3]([CH2:25][CH3:26])([CH2:1][CH3:2])[CH2:4]2)[CH2:42][CH2:41]1)([C:34]1[CH:39]=[CH:38][CH:37]=[CH:36][CH:35]=1)[C:28]1[CH:33]=[CH:32][CH:31]=[CH:30][CH:29]=1. Given the reactants [CH2:1]([C:3]1([CH2:25][CH3:26])[C:7](=[O:8])[O:6][CH:5]([CH2:9][CH2:10]N2CCN(C3C=CC=CC=3C#N)CC2)[CH2:4]1)[CH3:2].[CH:27]([N:40]1[CH2:45][CH2:44][NH:43][CH2:42][CH2:41]1)([C:34]1[CH:39]=[CH:38][CH:37]=[CH:36][CH:35]=1)[C:28]1[CH:33]=[CH:32][CH:31]=[CH:30][CH:29]=1.N1(C2C=CC=CC=2C#N)CCNCC1, predict the reaction product. (6) Given the reactants Cl[C:2]1[N:7]=[C:6]([O:8][CH3:9])[N:5]=[C:4]([NH:10][CH2:11][CH2:12][C:13]2[CH:18]=[CH:17][C:16]([Cl:19])=[CH:15][C:14]=2[Cl:20])[CH:3]=1.[NH:21]1[CH2:29][CH2:28][CH2:27][CH:23]([C:24]([OH:26])=[O:25])[CH2:22]1.C([O-])([O-])=O.[K+].[K+].Cl, predict the reaction product. The product is: [Cl:20][C:14]1[CH:15]=[C:16]([Cl:19])[CH:17]=[CH:18][C:13]=1[CH2:12][CH2:11][NH:10][C:4]1[N:5]=[C:6]([O:8][CH3:9])[N:7]=[C:2]([N:21]2[CH2:29][CH2:28][CH2:27][CH:23]([C:24]([OH:26])=[O:25])[CH2:22]2)[CH:3]=1. (7) Given the reactants [Br:1][C:2]1[CH:3]=[C:4]([S:8]([C:11]2[N:15]([C:16]3[C:17]([F:22])=[N:18][CH:19]=[CH:20][CH:21]=3)[N:14]=[C:13]([CH2:23][OH:24])[CH:12]=2)(=[O:10])=[O:9])[CH:5]=[CH:6][CH:7]=1, predict the reaction product. The product is: [Br:1][C:2]1[CH:3]=[C:4]([S:8]([C:11]2[N:15]([C:16]3[C:17]([F:22])=[N:18][CH:19]=[CH:20][CH:21]=3)[N:14]=[C:13]([CH:23]=[O:24])[CH:12]=2)(=[O:9])=[O:10])[CH:5]=[CH:6][CH:7]=1.